Dataset: Forward reaction prediction with 1.9M reactions from USPTO patents (1976-2016). Task: Predict the product of the given reaction. (1) Given the reactants Cl.[Cl:2][C:3]1[CH:4]=[C:5]([C@H:10]2[C@@H:15]([C:16]([O:18][CH3:19])=[O:17])[CH2:14][CH2:13][NH:12][CH2:11]2)[CH:6]=[CH:7][C:8]=1[Cl:9].[CH3:20][C:21]([O:24][C:25](O[C:25]([O:24][C:21]([CH3:23])([CH3:22])[CH3:20])=[O:26])=[O:26])([CH3:23])[CH3:22].C(N(CC)CC)C.O, predict the reaction product. The product is: [Cl:2][C:3]1[CH:4]=[C:5]([C@H:10]2[C@@H:15]([C:16]([O:18][CH3:19])=[O:17])[CH2:14][CH2:13][N:12]([C:25]([O:24][C:21]([CH3:23])([CH3:22])[CH3:20])=[O:26])[CH2:11]2)[CH:6]=[CH:7][C:8]=1[Cl:9]. (2) Given the reactants [CH3:1][O:2][CH2:3][CH2:4][CH2:5][N:6]1[C:11]2[CH:12]=[C:13]([CH2:16][O:17][CH:18]3[CH:23]([C:24]4[CH:29]=[CH:28][C:27]([O:30][CH:31]5[CH2:34][N:33]([C:35]6[S:36][CH:37]=[CH:38][N:39]=6)[CH2:32]5)=[CH:26][CH:25]=4)[CH2:22][CH2:21][N:20](C(OCC4C=CC=CC=4)=O)[CH2:19]3)[CH:14]=[CH:15][C:10]=2[O:9][CH2:8][CH2:7]1.CO.[OH-].[K+], predict the reaction product. The product is: [CH3:1][O:2][CH2:3][CH2:4][CH2:5][N:6]1[C:11]2[CH:12]=[C:13]([CH2:16][O:17][CH:18]3[CH:23]([C:24]4[CH:29]=[CH:28][C:27]([O:30][CH:31]5[CH2:32][N:33]([C:35]6[S:36][CH:37]=[CH:38][N:39]=6)[CH2:34]5)=[CH:26][CH:25]=4)[CH2:22][CH2:21][NH:20][CH2:19]3)[CH:14]=[CH:15][C:10]=2[O:9][CH2:8][CH2:7]1. (3) Given the reactants Cl.[F:2][C:3]1[C:8]([O:9][CH3:10])=[CH:7][CH:6]=[CH:5][C:4]=1[C:11]1[O:15][N:14]=[C:13]([CH2:16][CH2:17][C@@:18]([CH3:33])([S:29]([CH3:32])(=[O:31])=[O:30])[C:19]([NH:21][O:22]C2CCCCO2)=[O:20])[CH:12]=1, predict the reaction product. The product is: [C:19]([NH2:21])(=[O:20])[CH2:18][CH2:17][CH3:16].[F:2][C:3]1[C:8]([O:9][CH3:10])=[CH:7][CH:6]=[CH:5][C:4]=1[C:11]1[O:15][N:14]=[C:13]([CH2:16][CH2:17][C@@:18]([CH3:33])([S:29]([CH3:32])(=[O:31])=[O:30])[C:19]([NH:21][OH:22])=[O:20])[CH:12]=1. (4) Given the reactants C(O)(=O)C.C(O)(=O)C.[I:9][C:10]1[CH:15]=[CH:14][CH:13]=[CH:12][CH:11]=1.C(=O)([O-])[O-].[Na+].[Na+].[OH:22][C:23]1[C:32]2[C:27](=[CH:28][CH:29]=[C:30]([O:33][CH3:34])[CH:31]=2)[O:26][C:25](=[O:35])[CH:24]=1, predict the reaction product. The product is: [CH3:34][O:33][C:30]1[CH:31]=[C:32]2[C:27](=[CH:28][CH:29]=1)[O:26][C:25](=[O:35])[C:24]([I+:9][C:10]1[CH:15]=[CH:14][CH:13]=[CH:12][CH:11]=1)=[C:23]2[O-:22]. (5) Given the reactants [CH3:1][S:2]([C:5]1[CH:6]=[CH:7][C:8](B2OC(C)(C)C(C)(C)O2)=[C:9]([NH:11]C(=O)OC(C)(C)C)[CH:10]=1)(=[O:4])=[O:3].Br[C:29]1[C:30]([C:35]#[N:36])=[N:31][CH:32]=[CH:33][CH:34]=1.C(=O)([O-])[O-].[K+].[K+], predict the reaction product. The product is: [CH3:1][S:2]([C:5]1[CH:6]=[CH:7][C:8]2=[C:29]3[C:30](=[C:35]([NH2:36])[N:11]=[C:9]2[CH:10]=1)[N:31]=[CH:32][CH:33]=[CH:34]3)(=[O:3])=[O:4]. (6) Given the reactants Br[C:2]1[CH:7]=[CH:6][C:5]([S:8]([NH:11][C:12]2[S:13][CH:14]=[CH:15][N:16]=2)(=[O:10])=[O:9])=[C:4]([F:17])[CH:3]=1.CC(C)([O-])C.[Na+].CC1(C)C2C=CC=C(P(C3C=CC=CC=3)C3C=CC=CC=3)C=2OC2C1=CC=CC=2P(C1C=CC=CC=1)C1C=CC=CC=1.O1CCOCC1.[CH3:72][O:73][C:74]1[CH:82]=[C:81]([O:83][CH3:84])[CH:80]=[CH:79][C:75]=1[CH2:76][NH:77][CH3:78], predict the reaction product. The product is: [CH3:72][O:73][C:74]1[CH:82]=[C:81]([O:83][CH3:84])[CH:80]=[CH:79][C:75]=1[CH2:76][N:77]([CH3:78])[C:2]1[CH:7]=[CH:6][C:5]([S:8]([NH:11][C:12]2[S:13][CH:14]=[CH:15][N:16]=2)(=[O:10])=[O:9])=[C:4]([F:17])[CH:3]=1. (7) Given the reactants [NH2:1][C:2]1[C:3]([Cl:9])=[N:4][CH:5]=[C:6]([Br:8])[CH:7]=1.C[Si]([N-][Si](C)(C)C)(C)C.[Li+].[F:20][CH:21]([F:33])[O:22][C:23]1[CH:24]=[C:25]([S:29](Cl)(=[O:31])=[O:30])[CH:26]=[CH:27][CH:28]=1.[NH4+].[Cl-], predict the reaction product. The product is: [Br:8][C:6]1[CH:7]=[C:2]([NH:1][S:29]([C:25]2[CH:26]=[CH:27][CH:28]=[C:23]([O:22][CH:21]([F:20])[F:33])[CH:24]=2)(=[O:31])=[O:30])[C:3]([Cl:9])=[N:4][CH:5]=1. (8) Given the reactants [Cl:1][C:2]1[CH:3]=[C:4]([CH:16]=[O:17])[C:5]([N:8]([CH2:12][CH:13]2[CH2:15][CH2:14]2)[CH2:9][CH2:10][CH3:11])=[N:6][CH:7]=1.[BH4-].[Na+].[Cl-].[NH4+].C(OCC)(=O)C, predict the reaction product. The product is: [Cl:1][C:2]1[CH:3]=[C:4]([CH2:16][OH:17])[C:5]([N:8]([CH2:12][CH:13]2[CH2:14][CH2:15]2)[CH2:9][CH2:10][CH3:11])=[N:6][CH:7]=1. (9) Given the reactants [CH:1]1([N:5]2[CH2:10][CH2:9][CH:8]([CH2:11][CH:12]3[CH2:17][CH2:16][NH:15][CH2:14][CH2:13]3)[CH2:7][CH2:6]2)[CH2:4][CH2:3][CH2:2]1.Br[C:19]1[CH:20]=[CH:21][C:22]([C:25]([O:27][C:28]([CH3:31])([CH3:30])[CH3:29])=[O:26])=[N:23][CH:24]=1.C1C=CC(P(C2C(C3C(P(C4C=CC=CC=4)C4C=CC=CC=4)=CC=C4C=3C=CC=C4)=C3C(C=CC=C3)=CC=2)C2C=CC=CC=2)=CC=1.C([O-])([O-])=O.[Cs+].[Cs+], predict the reaction product. The product is: [CH:1]1([N:5]2[CH2:6][CH2:7][CH:8]([CH2:11][CH:12]3[CH2:17][CH2:16][N:15]([C:19]4[CH:20]=[CH:21][C:22]([C:25]([O:27][C:28]([CH3:31])([CH3:30])[CH3:29])=[O:26])=[N:23][CH:24]=4)[CH2:14][CH2:13]3)[CH2:9][CH2:10]2)[CH2:4][CH2:3][CH2:2]1.